This data is from Forward reaction prediction with 1.9M reactions from USPTO patents (1976-2016). The task is: Predict the product of the given reaction. Given the reactants [F:1][C:2]1[CH:3]=[C:4]2[C:8](=[C:9]([C:11]3[CH:16]=[CH:15][C:14]([NH2:17])=[CH:13][CH:12]=3)[CH:10]=1)[NH:7][CH:6]=[C:5]2[CH3:18].[CH3:19][S:20](Cl)(=[O:22])=[O:21], predict the reaction product. The product is: [F:1][C:2]1[CH:3]=[C:4]2[C:8](=[C:9]([C:11]3[CH:12]=[CH:13][C:14]([NH:17][S:20]([CH3:19])(=[O:22])=[O:21])=[CH:15][CH:16]=3)[CH:10]=1)[NH:7][CH:6]=[C:5]2[CH3:18].